This data is from Catalyst prediction with 721,799 reactions and 888 catalyst types from USPTO. The task is: Predict which catalyst facilitates the given reaction. (1) Reactant: [C:1]1([C:19]2[CH:24]=[CH:23][CH:22]=[CH:21][CH:20]=2)[CH:6]=[CH:5][C:4]([O:7][C:8]2[CH:13]=[N:12][CH:11]=[C:10]3[S:14][C:15]([CH:17]=[O:18])=[CH:16][C:9]=23)=[CH:3][CH:2]=1.[C:25]1([Mg]Cl)[CH:30]=[CH:29][CH:28]=[CH:27][CH:26]=1. Product: [C:1]1([C:19]2[CH:20]=[CH:21][CH:22]=[CH:23][CH:24]=2)[CH:6]=[CH:5][C:4]([O:7][C:8]2[CH:13]=[N:12][CH:11]=[C:10]3[S:14][C:15]([CH:17]([C:25]4[CH:30]=[CH:29][CH:28]=[CH:27][CH:26]=4)[OH:18])=[CH:16][C:9]=23)=[CH:3][CH:2]=1. The catalyst class is: 220. (2) Reactant: [N+:1]([C:4]1[CH:5]=[CH:6][C:7]2[O:11][C:10]([C:12]3[CH:17]=[CH:16][N:15]=[CH:14][CH:13]=3)=[N:9][C:8]=2[CH:18]=1)([O-])=O. Product: [NH2:1][C:4]1[CH:5]=[CH:6][C:7]2[O:11][C:10]([C:12]3[CH:13]=[CH:14][N:15]=[CH:16][CH:17]=3)=[N:9][C:8]=2[CH:18]=1. The catalyst class is: 407. (3) Reactant: ClCCl.N1C=CC=CC=1.[C:10]([O:14][C:15](=[O:50])[NH:16][CH:17]([C:25](=[O:49])[NH:26][CH:27]([CH2:39][C:40]1[CH:45]=[C:44]([F:46])[C:43]([F:47])=[CH:42][C:41]=1[F:48])[CH2:28][C:29]([N:31]1[CH2:35][CH2:34][CH2:33][CH:32]1[C:36](=O)[NH2:37])=[O:30])[CH2:18][C:19]1[CH:24]=[CH:23][CH:22]=[CH:21][CH:20]=1)([CH3:13])([CH3:12])[CH3:11].FC(F)(F)C(OC(=O)C(F)(F)F)=O. Product: [C:10]([O:14][C:15](=[O:50])[NH:16][CH:17]([C:25](=[O:49])[NH:26][CH:27]([CH2:39][C:40]1[CH:45]=[C:44]([F:46])[C:43]([F:47])=[CH:42][C:41]=1[F:48])[CH2:28][C:29]([N:31]1[CH2:35][CH2:34][CH2:33][CH:32]1[C:36]#[N:37])=[O:30])[CH2:18][C:19]1[CH:20]=[CH:21][CH:22]=[CH:23][CH:24]=1)([CH3:13])([CH3:11])[CH3:12]. The catalyst class is: 802. (4) Reactant: [I-].[C:2]([O:6][C:7]([NH:9][C@@H:10]([C:16]([NH:18][CH2:19][C:20]1[CH:25]=[CH:24][C:23]([O:26][CH3:27])=[C:22]([O:28][CH3:29])[CH:21]=1)=[O:17])[CH2:11][CH2:12][S+](C)C)=[O:8])([CH3:5])([CH3:4])[CH3:3].[Li+].C[Si]([N-][Si](C)(C)C)(C)C.[Cl-].[NH4+].O. Product: [CH3:29][O:28][C:22]1[CH:21]=[C:20]([CH:25]=[CH:24][C:23]=1[O:26][CH3:27])[CH2:19][N:18]1[CH2:12][CH2:11][C@@H:10]([NH:9][C:7](=[O:8])[O:6][C:2]([CH3:5])([CH3:4])[CH3:3])[C:16]1=[O:17]. The catalyst class is: 1.